Dataset: Catalyst prediction with 721,799 reactions and 888 catalyst types from USPTO. Task: Predict which catalyst facilitates the given reaction. (1) Reactant: [F:1][C:2]1[CH:3]=[C:4]([C:10]2[CH2:16][C@H:15]3[N:12]([C:13](=[O:20])[C@@H:14]3[C@H:17]([OH:19])[CH3:18])[C:11]=2[C:21]([O:23]CC=C)=[O:22])[CH:5]=[CH:6][C:7]=1[O:8][CH3:9].C1(P(C2C=CC=CC=2)C2C=CC=CC=2)C=CC=CC=1.C(C(CCCC)C([O-])=O)C.[Na+:56]. Product: [F:1][C:2]1[CH:3]=[C:4]([C:10]2[CH2:16][C@H:15]3[N:12]([C:13](=[O:20])[C@@H:14]3[C@H:17]([OH:19])[CH3:18])[C:11]=2[C:21]([O-:23])=[O:22])[CH:5]=[CH:6][C:7]=1[O:8][CH3:9].[Na+:56]. The catalyst class is: 176. (2) Reactant: [CH3:1][O:2][C:3]1[CH:12]=[C:11]([O:13][CH3:14])[CH:10]=[C:9]2[C:4]=1[C:5](=[O:27])[NH:6][C:7]([C:15]1[CH:20]=[CH:19][C:18]([N:21]3[CH2:26][CH2:25][NH:24][CH2:23][CH2:22]3)=[CH:17][CH:16]=1)=[N:8]2.CCN(CC)CC.[C:35](Cl)(=[O:39])[CH:36]([CH3:38])[CH3:37]. Product: [C:35]([N:24]1[CH2:23][CH2:22][N:21]([C:18]2[CH:19]=[CH:20][C:15]([C:7]3[NH:6][C:5](=[O:27])[C:4]4[C:9](=[CH:10][C:11]([O:13][CH3:14])=[CH:12][C:3]=4[O:2][CH3:1])[N:8]=3)=[CH:16][CH:17]=2)[CH2:26][CH2:25]1)(=[O:39])[CH:36]([CH3:38])[CH3:37]. The catalyst class is: 2. (3) Reactant: [F:1][C:2]1[CH:9]=[C:8]([CH:10]=O)[CH:7]=[CH:6][C:3]=1[C:4]#[N:5].[C:12]([OH:18])(=[O:17])[CH2:13]C(O)=O.C([O-])(=O)C.[NH4+:23]. Product: [NH2:23][CH:10]([C:8]1[CH:7]=[CH:6][C:3]([C:4]#[N:5])=[C:2]([F:1])[CH:9]=1)[CH2:13][C:12]([OH:18])=[O:17]. The catalyst class is: 8. (4) Reactant: [C:1]([C:4]1[C:5]([CH3:22])=[N:6][C:7]([CH3:21])=[CH:8][C:9]=1[NH:10]S(C1C=CC(C)=CC=1)(=O)=O)(=[O:3])[CH3:2].C(=O)([O-])[O-].[Na+].[Na+]. Product: [NH2:10][C:9]1[CH:8]=[C:7]([CH3:21])[N:6]=[C:5]([CH3:22])[C:4]=1[C:1](=[O:3])[CH3:2]. The catalyst class is: 65. (5) Reactant: [Cl:1][C:2]1[CH:7]=[CH:6][CH:5]=[C:4]([C:8]([O:10]O)=[O:9])[CH:3]=1. Product: [Cl:1][C:2]1[CH:3]=[C:4]([CH:5]=[CH:6][CH:7]=1)[C:8]([OH:10])=[O:9]. The catalyst class is: 22. (6) Reactant: [N:1]1[C:10]2[C:5](=[CH:6][CH:7]=[CH:8][CH:9]=2)[CH:4]=[CH:3][CH:2]=1.[Br:11][CH2:12][CH2:13][C:14]([OH:16])=[O:15]. The catalyst class is: 4. Product: [Br-:11].[C:14]([CH2:13][CH2:12][N+:1]1[C:10]2[C:5](=[CH:6][CH:7]=[CH:8][CH:9]=2)[CH:4]=[CH:3][CH:2]=1)([OH:16])=[O:15]. (7) Reactant: [H-].[Al+3].[Li+].[H-].[H-].[H-].[F:7][C@@H:8]1[CH2:12][CH2:11][N:10]([CH2:13][C:14](OC)=[O:15])[CH2:9]1. Product: [F:7][C@@H:8]1[CH2:12][CH2:11][N:10]([CH2:13][CH2:14][OH:15])[CH2:9]1. The catalyst class is: 1.